Dataset: Full USPTO retrosynthesis dataset with 1.9M reactions from patents (1976-2016). Task: Predict the reactants needed to synthesize the given product. (1) Given the product [N:31]1[N:30]([C:25]2[CH:26]=[CH:27][CH:28]=[CH:29][C:24]=2[CH2:23][N:5]2[CH2:6][CH2:7][CH2:8][C:9]3([CH2:10][CH2:11][N:12]([C:15]([O:17][C:18]([CH3:21])([CH3:20])[CH3:19])=[O:16])[CH2:13][CH2:14]3)[C:4]2=[O:3])[N:34]=[CH:33][CH:32]=1, predict the reactants needed to synthesize it. The reactants are: [H-].[Na+].[O:3]=[C:4]1[C:9]2([CH2:14][CH2:13][N:12]([C:15]([O:17][C:18]([CH3:21])([CH3:20])[CH3:19])=[O:16])[CH2:11][CH2:10]2)[CH2:8][CH2:7][CH2:6][NH:5]1.Br[CH2:23][C:24]1[CH:29]=[CH:28][CH:27]=[CH:26][C:25]=1[N:30]1[N:34]=[CH:33][CH:32]=[N:31]1.O. (2) Given the product [C:1]([O:4][CH2:5][C:6]1[C:11]([N:21]2[C:33](=[O:34])[C:32]3[S:31][C:30]4[CH2:29][CH2:28][CH2:27][CH2:26][C:25]=4[C:24]=3[CH2:23][CH2:22]2)=[CH:10][C:9]([F:35])=[CH:8][C:7]=1[C:37]1[CH:38]=[C:39]([NH:45][C:46]2[CH:51]=[CH:50][C:49]([N:52]3[CH2:57][CH2:56][N:55]([CH:58]4[CH2:59][O:60][CH2:61]4)[CH2:54][CH2:53]3)=[CH:48][N:47]=2)[C:40](=[O:44])[N:41]([CH3:43])[CH:42]=1)(=[O:3])[CH3:2], predict the reactants needed to synthesize it. The reactants are: [C:1]([O:4][CH2:5][CH:6]1[C:11]([N:21]2[C:33](=[O:34])[C:32]3[S:31][C:30]4[CH2:29][CH2:28][CH2:27][CH2:26][C:25]=4[C:24]=3[CH2:23][CH2:22]2)(B2OC(C)(C)C(C)(C)O2)[CH:10]=[C:9]([F:35])[CH:8]=[CH:7]1)(=[O:3])[CH3:2].Br[C:37]1[CH:38]=[C:39]([NH:45][C:46]2[CH:51]=[CH:50][C:49]([N:52]3[CH2:57][CH2:56][N:55]([CH:58]4[CH2:61][O:60][CH2:59]4)[CH2:54][CH2:53]3)=[CH:48][N:47]=2)[C:40](=[O:44])[N:41]([CH3:43])[CH:42]=1. (3) Given the product [C:16]([O:28][C:21]1[CH:20]=[C:19]([I:18])[CH:27]=[CH:26][C:22]=1[C:23]([NH:5][C@@H:4]([C@H:6]([OH:7])[CH3:8])[C:3]([O:2][CH3:1])=[O:9])=[O:25])(=[O:38])[CH3:17], predict the reactants needed to synthesize it. The reactants are: [CH3:1][O:2][C:3](=[O:9])[C@H:4]([C@@H:6]([CH3:8])[OH:7])[NH2:5].Cl.C(N([CH2:16][CH3:17])CC)C.[I:18][C:19]1[CH:20]=[C:21]([OH:28])[C:22](=[CH:26][CH:27]=1)[C:23]([OH:25])=O.C1C=CC2N([OH:38])N=NC=2C=1.C1CCC(N=C=NC2CCCCC2)CC1. (4) Given the product [Br:1][C:2]1[C:3]([F:13])=[CH:4][C:5]2[C:6](=[CH:7][N:17]([CH2:16][CH2:14][OH:15])[N:10]=2)[CH:9]=1, predict the reactants needed to synthesize it. The reactants are: [Br:1][C:2]1[C:3]([F:13])=[CH:4][C:5]([N+:10]([O-])=O)=[C:6]([CH:9]=1)[CH:7]=O.[CH2:14]([CH2:16][NH2:17])[OH:15]. (5) The reactants are: [F:1][C:2]([F:18])([F:17])[C:3]1[CH:4]=[C:5]([C:13]#[C:14][CH2:15]Br)[CH:6]=[C:7]([C:9]([F:12])([F:11])[F:10])[CH:8]=1.[NH:19]1[CH2:24][CH2:23][CH2:22][CH2:21][CH2:20]1.C(=O)([O-])[O-].[K+].[K+]. Given the product [F:1][C:2]([F:18])([F:17])[C:3]1[CH:4]=[C:5]([C:13]#[C:14][CH2:15][N:19]2[CH2:24][CH2:23][CH2:22][CH2:21][CH2:20]2)[CH:6]=[C:7]([C:9]([F:12])([F:11])[F:10])[CH:8]=1, predict the reactants needed to synthesize it.